This data is from Full USPTO retrosynthesis dataset with 1.9M reactions from patents (1976-2016). The task is: Predict the reactants needed to synthesize the given product. Given the product [ClH:22].[Cl:22][C:23]1[C:36]([CH2:37][N:38]2[CH2:42][CH2:41][CH2:40][CH2:39]2)=[C:35]([Cl:43])[CH:34]=[CH:33][C:24]=1[O:25][C@H:26]1[CH2:29][C@H:28]([CH2:30][N:31]([CH3:32])[C:19]([CH:16]2[CH2:15][CH2:14][O:13][CH2:18][CH2:17]2)=[O:21])[CH2:27]1, predict the reactants needed to synthesize it. The reactants are: C1N=CN(C(N2C=NC=C2)=O)C=1.[O:13]1[CH2:18][CH2:17][CH:16]([C:19]([OH:21])=O)[CH2:15][CH2:14]1.[Cl:22][C:23]1[C:36]([CH2:37][N:38]2[CH2:42][CH2:41][CH2:40][CH2:39]2)=[C:35]([Cl:43])[CH:34]=[CH:33][C:24]=1[O:25][C@H:26]1[CH2:29][C@H:28]([CH2:30][NH:31][CH3:32])[CH2:27]1.